This data is from Full USPTO retrosynthesis dataset with 1.9M reactions from patents (1976-2016). The task is: Predict the reactants needed to synthesize the given product. (1) Given the product [F:36][C:37]([F:42])([F:41])[C:38]([OH:40])=[O:39].[Cl:29][C:26]1[CH:27]=[CH:28][C:23]([C:11]2([C:21]#[N:22])[CH:10]([CH2:31][C:32]([CH3:35])([CH3:33])[CH3:34])[NH:9][CH:8]([C:6]([OH:7])=[O:5])[CH:12]2[C:13]2[CH:18]=[CH:17][C:16]([Cl:19])=[C:15]([Cl:20])[CH:14]=2)=[C:24]([F:30])[CH:25]=1, predict the reactants needed to synthesize it. The reactants are: C([O:5][C:6]([CH:8]1[CH:12]([C:13]2[CH:18]=[CH:17][C:16]([Cl:19])=[C:15]([Cl:20])[CH:14]=2)[C:11]([C:23]2[CH:28]=[CH:27][C:26]([Cl:29])=[CH:25][C:24]=2[F:30])([C:21]#[N:22])[CH:10]([CH2:31][C:32]([CH3:35])([CH3:34])[CH3:33])[NH:9]1)=[O:7])(C)(C)C.[F:36][C:37]([F:42])([F:41])[C:38]([OH:40])=[O:39]. (2) The reactants are: Cl[C:2]1[CH:7]=[C:6]([C:8]([F:11])([F:10])[F:9])[CH:5]=[CH:4][N:3]=1.[Br:12][Si](C)(C)C. Given the product [Br:12][C:2]1[CH:7]=[C:6]([C:8]([F:11])([F:10])[F:9])[CH:5]=[CH:4][N:3]=1, predict the reactants needed to synthesize it. (3) The reactants are: C([O:5][C:6](=[O:44])[CH2:7][N:8]1[C:12](=[O:13])[CH:11]([CH2:14][C:15]2[CH:20]=[CH:19][C:18]([N:21]3[CH2:26][CH2:25][CH:24]([NH:27][CH2:28][C@H:29]([OH:42])[C:30]4[CH:35]=[CH:34][C:33]([OH:36])=[C:32]([NH:37][S:38]([CH3:41])(=[O:40])=[O:39])[CH:31]=4)[CH2:23][CH2:22]3)=[CH:17][CH:16]=2)[S:10][C:9]1=[O:43])(C)(C)C.ClCCl.FC(F)(F)C(O)=O. Given the product [OH:42][C@H:29]([C:30]1[CH:35]=[CH:34][C:33]([OH:36])=[C:32]([NH:37][S:38]([CH3:41])(=[O:39])=[O:40])[CH:31]=1)[CH2:28][NH:27][CH:24]1[CH2:25][CH2:26][N:21]([C:18]2[CH:17]=[CH:16][C:15]([CH2:14][CH:11]3[S:10][C:9](=[O:43])[N:8]([CH2:7][C:6]([OH:44])=[O:5])[C:12]3=[O:13])=[CH:20][CH:19]=2)[CH2:22][CH2:23]1, predict the reactants needed to synthesize it.